From a dataset of Forward reaction prediction with 1.9M reactions from USPTO patents (1976-2016). Predict the product of the given reaction. (1) Given the reactants [CH3:1][C@@H:2]1[C@@H:16]2[C:11](=[C:12]([OH:31])[C@:13]3([OH:30])[C:21](=[O:22])[C:20]([C:23]([NH2:25])=[O:24])=[C:19]([OH:26])[C@@H:18]([N:27]([CH3:29])[CH3:28])[C@@H:14]3[C@H:15]2[OH:17])[C:9](=[O:10])[C:8]2[C:7]([OH:32])=[CH:6][CH:5]=[CH:4][C:3]1=2.Cl.C(NN)(=O)CCCCC(NN)=O, predict the reaction product. The product is: [CH3:1][C@@H:2]1[C@@H:16]2[C:11](=[C:12]([OH:31])[C@:13]3([OH:30])[C:21](=[O:22])[C:20]([C:23]([NH2:25])=[O:24])=[C:19]([OH:26])[C@@H:18]([N:27]([CH3:28])[CH3:29])[C@@H:14]3[C@H:15]2[OH:17])[C:9](=[O:10])[C:8]2[C:7]([OH:32])=[CH:6][CH:5]=[CH:4][C:3]1=2. (2) Given the reactants [CH3:1][CH:2]1[CH2:7][C:6](=[O:8])[CH2:5][CH2:4][NH:3]1.C([O-])(O)=O.[Na+].[C:14](O[C:14]([O:16][C:17]([CH3:20])([CH3:19])[CH3:18])=[O:15])([O:16][C:17]([CH3:20])([CH3:19])[CH3:18])=[O:15], predict the reaction product. The product is: [C:14]([N:3]1[CH2:4][CH2:5][C:6](=[O:8])[CH2:7][CH:2]1[CH3:1])([O:16][C:17]([CH3:20])([CH3:19])[CH3:18])=[O:15]. (3) The product is: [CH2:1]([C:8]1([C:11]2[CH:12]=[CH:13][C:14]([CH2:15][OH:16])=[CH:17][CH:18]=2)[CH2:9][CH2:10]1)[C:2]1[CH:3]=[CH:4][CH:5]=[CH:6][CH:7]=1. Given the reactants [CH2:1]([C:8]1([C:11]2[CH:18]=[CH:17][C:14]([CH:15]=[O:16])=[CH:13][CH:12]=2)[CH2:10][CH2:9]1)[C:2]1[CH:7]=[CH:6][CH:5]=[CH:4][CH:3]=1.C(C1(C2C=CC(C=O)=CC=2)CC1)C.[BH4-].[K+], predict the reaction product. (4) Given the reactants Cl.[CH3:2][S:3][C:4]1[C:12]2[C:7](=[CH:8][C:9]([C:13]([N:15]3[CH2:20][CH2:19][N:18](C(OC(C)(C)C)=O)[CH2:17][CH2:16]3)=[O:14])=[CH:10][CH:11]=2)[N:6]([C:28]2[N:33]=[CH:32][C:31]([C:34]3[CH:39]=[CH:38][CH:37]=[CH:36][CH:35]=3)=[CH:30][N:29]=2)[N:5]=1.C(=O)([O-])O.[Na+], predict the reaction product. The product is: [CH3:2][S:3][C:4]1[C:12]2[C:7](=[CH:8][C:9]([C:13]([N:15]3[CH2:20][CH2:19][NH:18][CH2:17][CH2:16]3)=[O:14])=[CH:10][CH:11]=2)[N:6]([C:28]2[N:33]=[CH:32][C:31]([C:34]3[CH:39]=[CH:38][CH:37]=[CH:36][CH:35]=3)=[CH:30][N:29]=2)[N:5]=1. (5) The product is: [C:1]([O:5][C:6]([N:8]1[CH2:12][CH2:11][C@@H:10]([C:13]([N:18]2[CH:17]=[CH:16][N:20]=[CH:19]2)=[O:15])[CH2:9]1)=[O:7])([CH3:2])([CH3:3])[CH3:4]. Given the reactants [C:1]([O:5][C:6]([N:8]1[CH2:12][CH2:11][C@@H:10]([C:13]([OH:15])=O)[CH2:9]1)=[O:7])([CH3:4])([CH3:3])[CH3:2].[CH:16]1[N:20]=[CH:19][N:18](C([N:18]2[CH:19]=[N:20][CH:16]=[CH:17]2)=O)[CH:17]=1, predict the reaction product. (6) Given the reactants CC(C)([O-])C.[K+].[CH3:7][S:8]([CH3:11])(=[O:10])=[O:9].[NH2:12][C:13]([CH3:30])([CH3:29])[CH2:14][CH2:15][N:16]1[C:24]2[C:19](=[CH:20][C:21]([C:25](OC)=[O:26])=[CH:22][CH:23]=2)[CH:18]=[CH:17]1.C(O)(C(F)(F)F)=O, predict the reaction product. The product is: [NH2:12][C:13]([CH3:30])([CH3:29])[CH2:14][CH2:15][N:16]1[C:24]2[C:19](=[CH:20][C:21]([C:25](=[O:26])[CH2:7][S:8]([CH3:11])(=[O:10])=[O:9])=[CH:22][CH:23]=2)[CH:18]=[CH:17]1. (7) Given the reactants [OH:1][C:2]1[CH:11]=[C:10]([OH:12])[CH:9]=[CH:8][C:3]=1[C:4]([O:6][CH3:7])=[O:5].C1(N[S:20]([C:23]([F:26])([F:25])[F:24])(=[O:22])=[O:21])C=CC=CC=1.CCN(C(C)C)C(C)C, predict the reaction product. The product is: [F:24][C:23]([F:26])([F:25])[S:20]([O:1][C:2]1[CH:11]=[C:10]([O:12][S:20]([C:23]([F:26])([F:25])[F:24])(=[O:22])=[O:21])[CH:9]=[CH:8][C:3]=1[C:4]([O:6][CH3:7])=[O:5])(=[O:22])=[O:21].